This data is from HIV replication inhibition screening data with 41,000+ compounds from the AIDS Antiviral Screen. The task is: Binary Classification. Given a drug SMILES string, predict its activity (active/inactive) in a high-throughput screening assay against a specified biological target. (1) The compound is CC(C)=CCCC1(C)C=Cc2c(c(C)cc3c2[nH]c2ccccc23)O1. The result is 0 (inactive). (2) The drug is COc1cccc(CCn2c(N)c(-c3ccccc3)c3ccc([N+](=O)[O-])cc3c2=O)c1. The result is 0 (inactive).